From a dataset of Peptide-MHC class II binding affinity with 134,281 pairs from IEDB. Regression. Given a peptide amino acid sequence and an MHC pseudo amino acid sequence, predict their binding affinity value. This is MHC class II binding data. (1) The peptide sequence is PTPLAKEDFLRCLVK. The MHC is HLA-DQA10101-DQB10501 with pseudo-sequence HLA-DQA10101-DQB10501. The binding affinity (normalized) is 0. (2) The MHC is DRB1_0401 with pseudo-sequence DRB1_0401. The peptide sequence is GLLFSVMKNTTNTRR. The binding affinity (normalized) is 0.797. (3) The peptide sequence is DCLLCAYSIEFGTNISKEHD. The MHC is HLA-DQA10102-DQB10602 with pseudo-sequence HLA-DQA10102-DQB10602. The binding affinity (normalized) is 0.423. (4) The peptide sequence is IDSSYFANVLAKKMP. The MHC is DRB1_0405 with pseudo-sequence DRB1_0405. The binding affinity (normalized) is 0.376. (5) The peptide sequence is AAATAGTTVHGAFAA. The MHC is HLA-DQA10401-DQB10402 with pseudo-sequence HLA-DQA10401-DQB10402. The binding affinity (normalized) is 0.529.